This data is from NCI-60 drug combinations with 297,098 pairs across 59 cell lines. The task is: Regression. Given two drug SMILES strings and cell line genomic features, predict the synergy score measuring deviation from expected non-interaction effect. Drug 1: C1=CN(C(=O)N=C1N)C2C(C(C(O2)CO)O)O.Cl. Drug 2: CS(=O)(=O)OCCCCOS(=O)(=O)C. Cell line: MDA-MB-231. Synergy scores: CSS=17.5, Synergy_ZIP=-4.75, Synergy_Bliss=0.318, Synergy_Loewe=-8.70, Synergy_HSA=1.33.